The task is: Predict the reactants needed to synthesize the given product.. This data is from Full USPTO retrosynthesis dataset with 1.9M reactions from patents (1976-2016). (1) Given the product [CH:1]1([C:4]2[S:33][C:11]([C:13]3[CH:18]=[CH:17][CH:16]=[C:15]([C:19]([F:22])([F:21])[F:20])[CH:14]=3)=[N:10][C:5]=2[C:6]([O:8][CH3:9])=[O:7])[CH2:3][CH2:2]1, predict the reactants needed to synthesize it. The reactants are: [CH:1]1([C:4](=O)[CH:5]([NH:10][C:11]([C:13]2[CH:18]=[CH:17][CH:16]=[C:15]([C:19]([F:22])([F:21])[F:20])[CH:14]=2)=O)[C:6]([O:8][CH3:9])=[O:7])[CH2:3][CH2:2]1.COC1C=CC(P2(=S)SP(=S)(C3C=CC(OC)=CC=3)[S:33]2)=CC=1.C(=O)([O-])O.[Na+]. (2) Given the product [CH3:37][N:27]1[C:28]([CH2:30][CH2:31][C:32]([OH:34])=[O:33])=[CH:29][C:25]([O:13][CH2:12][CH2:11][CH2:10][CH2:9][C:8]2[C:4]([CH2:1][CH2:2][CH3:3])=[N:5][N:6]([C:14]3[CH:19]=[CH:18][C:17]([C:20]([F:22])([F:21])[F:23])=[CH:16][N:15]=3)[CH:7]=2)=[N:26]1, predict the reactants needed to synthesize it. The reactants are: [CH2:1]([C:4]1[C:8]([CH2:9][CH2:10][CH2:11][CH2:12][OH:13])=[CH:7][N:6]([C:14]2[CH:19]=[CH:18][C:17]([C:20]([F:23])([F:22])[F:21])=[CH:16][N:15]=2)[N:5]=1)[CH2:2][CH3:3].O[C:25]1[CH:29]=[C:28]([CH2:30][CH2:31][C:32]([O:34]CC)=[O:33])[N:27]([CH3:37])[N:26]=1.C(P(CCCC)CCCC)CCC.N(C(N1CCCCC1)=O)=NC(N1CCCCC1)=O. (3) Given the product [CH2:16]([C@H:14]1[O:15][C@H:10]([C:9]2[CH:8]=[CH:7][N:6]=[CH:5][C:4]=2[NH2:1])[CH2:11][C@@H:12]([O:30][Si:31]([CH:38]([CH3:40])[CH3:39])([CH:35]([CH3:37])[CH3:36])[CH:32]([CH3:33])[CH3:34])[C@@H:13]1[O:19][Si:20]([CH:27]([CH3:28])[CH3:29])([CH:24]([CH3:26])[CH3:25])[CH:21]([CH3:23])[CH3:22])[CH2:17][CH3:18], predict the reactants needed to synthesize it. The reactants are: [N+:1]([C:4]1[CH:5]=[N:6][CH:7]=[CH:8][C:9]=1[C:10]1[O:15][C@H:14](/[CH:16]=[CH:17]/[CH3:18])[C@@H:13]([O:19][Si:20]([CH:27]([CH3:29])[CH3:28])([CH:24]([CH3:26])[CH3:25])[CH:21]([CH3:23])[CH3:22])[C@H:12]([O:30][Si:31]([CH:38]([CH3:40])[CH3:39])([CH:35]([CH3:37])[CH3:36])[CH:32]([CH3:34])[CH3:33])[CH:11]=1)([O-])=O. (4) Given the product [Br:16][CH2:17][CH2:18][N:6]1[CH:7]=[CH:8][CH:9]=[C:5]1[CH:1]=[O:10], predict the reactants needed to synthesize it. The reactants are: [CH2:1]([C:5]1[NH:6][CH:7]=[CH:8][CH:9]=1)CCC.[OH-:10].[K+].CS(C)=O.[Br:16][CH2:17][CH2:18]Br. (5) Given the product [Cl:1][CH2:2][C:3]1[C:9]2[C:8](=[CH:18][C:11]([OH:12])=[CH:13][CH:14]=2)[O:7][C:5](=[O:6])[CH:4]=1, predict the reactants needed to synthesize it. The reactants are: [Cl:1][CH2:2][C:3](=O)[CH2:4][C:5]([O:7][CH2:8][CH3:9])=[O:6].[C:11]1([CH:18]=CC=[C:14](O)[CH:13]=1)[OH:12].O. (6) Given the product [CH3:18][O:17][C:3]1[CH:4]=[C:5]([C:8]2[C:13]([N+:14]([O-:16])=[O:15])=[CH:12][CH:11]=[CH:10][N:9]=2)[CH:6]=[CH:7][C:2]=1[O:1][CH2:22][C:21]#[CH:20], predict the reactants needed to synthesize it. The reactants are: [OH:1][C:2]1[CH:7]=[CH:6][C:5]([C:8]2[C:13]([N+:14]([O-:16])=[O:15])=[CH:12][CH:11]=[CH:10][N:9]=2)=[CH:4][C:3]=1[O:17][CH3:18].Br[CH2:20][C:21]#[CH:22].C(=O)([O-])[O-].[K+].[K+].Cl. (7) Given the product [F:1][C:2]1[CH:3]=[C:4]([CH:24]=[C:25]([F:35])[C:26]=1[O:27][C:28]1[CH:33]=[CH:32][C:31]([F:34])=[CH:30][CH:29]=1)[CH2:5][O:6][C:7]1[CH:8]=[C:9]2[NH:16][CH2:15][CH2:14][N:10]2[C:11](=[O:13])[N:12]=1, predict the reactants needed to synthesize it. The reactants are: [F:1][C:2]1[CH:3]=[C:4]([CH:24]=[C:25]([F:35])[C:26]=1[O:27][C:28]1[CH:33]=[CH:32][C:31]([F:34])=[CH:30][CH:29]=1)[CH2:5][O:6][C:7]1[CH:8]=[C:9]2[N:16](C(OC(C)(C)C)=O)[CH2:15][CH2:14][N:10]2[C:11](=[O:13])[N:12]=1.C(O)(C(F)(F)F)=O.